Binary Classification. Given a drug SMILES string, predict its activity (active/inactive) in a high-throughput screening assay against a specified biological target. From a dataset of HIV replication inhibition screening data with 41,000+ compounds from the AIDS Antiviral Screen. (1) The molecule is COc1cc(C(=O)O)ccc1O. The result is 0 (inactive). (2) The drug is Cc1ncc([N+](=O)[O-])n1CCNCCCn1ccnc1[N+](=O)[O-].Cl. The result is 0 (inactive).